Dataset: Peptide-MHC class II binding affinity with 134,281 pairs from IEDB. Task: Regression. Given a peptide amino acid sequence and an MHC pseudo amino acid sequence, predict their binding affinity value. This is MHC class II binding data. (1) The peptide sequence is DFDGRSEFAYGSFVR. The MHC is DRB3_0101 with pseudo-sequence DRB3_0101. The binding affinity (normalized) is 0.202. (2) The peptide sequence is KASNPNYLAILVKYV. The MHC is DRB5_0101 with pseudo-sequence DRB5_0101. The binding affinity (normalized) is 0.544.